Dataset: Reaction yield outcomes from USPTO patents with 853,638 reactions. Task: Predict the reaction yield, written as a fraction of the theoretical maximum amount of product (1.0 means a 100% yield; for example, 0.34 means a 34% yield). (1) The reactants are [F:1][C:2]1[CH:7]=[CH:6][C:5]([C:8]([CH3:22])([CH3:21])[CH2:9][NH:10][C:11]2[N:16]=[N:15][C:14]([C:17]([O:19][CH3:20])=O)=[CH:13][CH:12]=2)=[CH:4][CH:3]=1.[OH2:23].[NH2:24][NH2:25].C(O)C. The catalyst is CN(C=O)C. The yield is 0.670. The product is [F:1][C:2]1[CH:7]=[CH:6][C:5]([C:8]([CH3:22])([CH3:21])[CH2:9][NH:10][C:11]2[N:16]=[N:15][C:14]([C:17]3[O:19][C:20](=[O:23])[NH:25][N:24]=3)=[CH:13][CH:12]=2)=[CH:4][CH:3]=1. (2) The reactants are [C:1]([O:5][C:6]([NH:8][NH:9][C@H:10]([C:14]([CH3:17])([CH3:16])[CH3:15])[CH2:11][CH2:12][CH3:13])=[O:7])([CH3:4])([CH3:3])[CH3:2].C([O-])([O-])=O.[K+].[K+].[CH3:24][C:25]1[CH:26]=[C:27]([CH:31]=[C:32]([CH3:34])[CH:33]=1)[C:28](Cl)=[O:29]. The catalyst is C(Cl)Cl.O. The product is [C:1]([O:5][C:6]([NH:8][N:9]([C@H:10]([C:14]([CH3:16])([CH3:15])[CH3:17])[CH2:11][CH2:12][CH3:13])[C:28](=[O:29])[C:27]1[CH:31]=[C:32]([CH3:34])[CH:33]=[C:25]([CH3:24])[CH:26]=1)=[O:7])([CH3:4])([CH3:3])[CH3:2]. The yield is 0.195. (3) The reactants are F.F.F.C(N(CC)CC)C.[Si]([O:28][CH2:29][C@H:30]1[O:34][C@@H:33]([N:35]2[CH:42]=[C:41]([CH3:43])[C:39](=[O:40])[NH:38][C:36]2=[O:37])[C@H:32]([O:44][CH2:45][CH2:46][O:47][N:48]([CH3:50])[CH3:49])[C@@H:31]1[OH:51])(C(C)(C)C)(C1C=CC=CC=1)C1C=CC=CC=1.CO. The catalyst is C1COCC1.C(Cl)Cl. The product is [CH3:49][N:48]([CH3:50])[O:47][CH2:46][CH2:45][O:44][C@@H:32]1[C@H:31]([OH:51])[C@@H:30]([CH2:29][OH:28])[O:34][C@H:33]1[N:35]1[CH:42]=[C:41]([CH3:43])[C:39](=[O:40])[NH:38][C:36]1=[O:37]. The yield is 0.925. (4) The reactants are [OH:1][N:2]=[C:3]([C:5]1[CH:10]=[CH:9][C:8]([CH2:11][N:12]2[C:20]3[C:15](=[CH:16][CH:17]=[CH:18][CH:19]=3)[C:14]3([CH2:24][O:23][C:22]4[CH:25]=[C:26]5[C:30](=[CH:31][C:21]3=4)[CH2:29][CH2:28][O:27]5)[C:13]2=[O:32])=[CH:7][CH:6]=1)[NH2:4].[F:33][C:34]([F:45])([F:44])[C:35](O[C:35](=O)[C:34]([F:45])([F:44])[F:33])=O. The catalyst is N1C=CC=CC=1. The product is [F:33][C:34]([F:45])([F:44])[C:35]1[O:1][N:2]=[C:3]([C:5]2[CH:10]=[CH:9][C:8]([CH2:11][N:12]3[C:20]4[C:15](=[CH:16][CH:17]=[CH:18][CH:19]=4)[C:14]4([CH2:24][O:23][C:22]5[CH:25]=[C:26]6[C:30](=[CH:31][C:21]4=5)[CH2:29][CH2:28][O:27]6)[C:13]3=[O:32])=[CH:7][CH:6]=2)[N:4]=1. The yield is 0.710. (5) The reactants are [S:1]1[C:9]2[CH2:8][CH2:7][NH:6][CH2:5][C:4]=2[CH:3]=[CH:2]1.[CH2:10]([O:12][C:13](=[O:28])[C:14]([CH3:27])([CH3:26])[CH2:15][CH2:16][CH:17](Br)[C:18]1[CH:23]=[CH:22][CH:21]=[CH:20][C:19]=1[Cl:24])[CH3:11].C(N(CC)CC)C.C(=O)(O)[O-].[Na+]. The catalyst is C1COCC1.CN(C1C=CN=CC=1)C. The product is [CH2:10]([O:12][C:13](=[O:28])[C:14]([CH3:27])([CH3:26])[CH2:15][CH2:16][CH:17]([C:18]1[CH:23]=[CH:22][CH:21]=[CH:20][C:19]=1[Cl:24])[N:6]1[CH2:7][CH2:8][C:9]2[S:1][CH:2]=[CH:3][C:4]=2[CH2:5]1)[CH3:11]. The yield is 0.672. (6) The reactants are [C:1]1([CH2:7][O:8][C:9]2[CH:17]=[CH:16][CH:15]=[CH:14][C:10]=2[C:11]([OH:13])=[O:12])[CH:6]=[CH:5][CH:4]=[CH:3][CH:2]=1.[O:18]([CH2:26][C@H:27](O)[CH3:28])[Si:19]([C:22]([CH3:25])([CH3:24])[CH3:23])([CH3:21])[CH3:20].Cl.CN(C)CCCN=C=NCC. The catalyst is CN(C)C1C=CN=CC=1.ClCCl. The product is [C:1]1([CH2:7][O:8][C:9]2[CH:17]=[CH:16][CH:15]=[CH:14][C:10]=2[C:11]([O:13][C@H:27]([CH3:28])[CH2:26][O:18][Si:19]([C:22]([CH3:25])([CH3:24])[CH3:23])([CH3:21])[CH3:20])=[O:12])[CH:2]=[CH:3][CH:4]=[CH:5][CH:6]=1. The yield is 0.290. (7) The reactants are Br[C:2]1[CH:7]=[CH:6][C:5]([C:8]2[N:9]([C:24]3[CH:29]=[CH:28][CH:27]=[CH:26][C:25]=3[Cl:30])[N:10]=[C:11]3[C:16](=[O:17])[N:15]([CH2:18][C:19]([F:22])([F:21])[F:20])[C:14]([CH3:23])=[N:13][C:12]=23)=[CH:4][CH:3]=1.[CH3:31][N:32](C=O)C. The yield is 0.500. The product is [Cl:30][C:25]1[CH:26]=[CH:27][CH:28]=[CH:29][C:24]=1[N:9]1[C:8]([C:5]2[CH:4]=[CH:3][C:2]([C:31]#[N:32])=[CH:7][CH:6]=2)=[C:12]2[N:13]=[C:14]([CH3:23])[N:15]([CH2:18][C:19]([F:20])([F:22])[F:21])[C:16](=[O:17])[C:11]2=[N:10]1. The catalyst is [C-]#N.[C-]#N.[Zn+2].C1C=CC([P]([Pd]([P](C2C=CC=CC=2)(C2C=CC=CC=2)C2C=CC=CC=2)([P](C2C=CC=CC=2)(C2C=CC=CC=2)C2C=CC=CC=2)[P](C2C=CC=CC=2)(C2C=CC=CC=2)C2C=CC=CC=2)(C2C=CC=CC=2)C2C=CC=CC=2)=CC=1. (8) The reactants are [F:1][C:2]1[CH:3]=[C:4]([C:12]2[C:13]([CH3:50])([CH3:49])[C@H:14]3[C@:27]([CH3:30])([CH2:28][CH:29]=2)[C@@H:26]2[C@:17]([CH3:48])([C@@:18]4([CH3:47])[C@H:23]([CH2:24][CH2:25]2)[C@H:22]2[C@H:31]([C:34]([CH3:36])=[CH2:35])[CH2:32][CH2:33][C@:21]2([C:37]([O:39]CC2C=CC=CC=2)=[O:38])[CH2:20][CH2:19]4)[CH2:16][CH2:15]3)[CH:5]=[CH:6][C:7]=1[C:8]([O:10][CH3:11])=[O:9].C([SiH](C)C)(C)(C)C.CCCC[N+](CCCC)(CCCC)CCCC.[F-]. The catalyst is ClCCCl.O1CCOCC1.Cl.C([O-])(=O)C.[Pd+2].C([O-])(=O)C. The product is [F:1][C:2]1[CH:3]=[C:4]([C:12]2[C:13]([CH3:50])([CH3:49])[C@H:14]3[C@:27]([CH3:30])([CH2:28][CH:29]=2)[C@@H:26]2[C@:17]([CH3:48])([C@@:18]4([CH3:47])[C@H:23]([CH2:24][CH2:25]2)[C@H:22]2[C@H:31]([C:34]([CH3:36])=[CH2:35])[CH2:32][CH2:33][C@:21]2([C:37]([OH:39])=[O:38])[CH2:20][CH2:19]4)[CH2:16][CH2:15]3)[CH:5]=[CH:6][C:7]=1[C:8]([O:10][CH3:11])=[O:9]. The yield is 0.950. (9) The reactants are C([O:3][C:4]([C:6]1[N:7]([CH2:15][C:16]#[N:17])[C:8]2[C:13]([CH:14]=1)=[CH:12][CH:11]=[CH:10][CH:9]=2)=[O:5])C.O[Li].O. The catalyst is C1COCC1.O. The product is [C:16]([CH2:15][N:7]1[C:8]2[C:13](=[CH:12][CH:11]=[CH:10][CH:9]=2)[CH:14]=[C:6]1[C:4]([OH:5])=[O:3])#[N:17]. The yield is 0.700. (10) The reactants are [F:1][C:2]1[C:7]([CH3:8])=[CH:6][C:5](N)=[C:4]([O:10][CH3:11])[CH:3]=1.N([O-])=O.[Na+].S(=O)(=O)(O)O.[BrH:21]. The catalyst is C(OCC)(=O)C. The product is [Br:21][C:5]1[CH:6]=[C:7]([CH3:8])[C:2]([F:1])=[CH:3][C:4]=1[O:10][CH3:11]. The yield is 0.470.